This data is from NCI-60 drug combinations with 297,098 pairs across 59 cell lines. The task is: Regression. Given two drug SMILES strings and cell line genomic features, predict the synergy score measuring deviation from expected non-interaction effect. Synergy scores: CSS=38.7, Synergy_ZIP=0.891, Synergy_Bliss=-1.12, Synergy_Loewe=-1.96, Synergy_HSA=-0.847. Cell line: OVCAR-8. Drug 1: C1=C(C(=O)NC(=O)N1)F. Drug 2: CN(CCCl)CCCl.Cl.